From a dataset of KCNQ2 potassium channel screen with 302,405 compounds. Binary Classification. Given a drug SMILES string, predict its activity (active/inactive) in a high-throughput screening assay against a specified biological target. (1) The drug is O1C(O\C(C=C1c1ccccc1)=C/C=C1\C(=O)c2c(C1=O)cccc2)(C)C. The result is 0 (inactive). (2) The compound is O1C(CCC1)CNC(=O)c1ccc(OCc2c(onc2C)C)cc1. The result is 0 (inactive). (3) The compound is Brc1cc2c(CN(CCO)C)csc2cc1. The result is 0 (inactive).